This data is from Forward reaction prediction with 1.9M reactions from USPTO patents (1976-2016). The task is: Predict the product of the given reaction. (1) The product is: [Cl:10][C:4]1[CH:5]=[C:6]([NH:7][C:12]([N:47]2[CH2:48][CH2:49][N:44]([C:38]3[C:37]4[C:42](=[CH:43][C:34]([Cl:33])=[CH:35][CH:36]=4)[N:41]=[CH:40][CH:39]=3)[CH2:45][CH2:46]2)=[O:13])[CH:8]=[CH:9][C:3]=1[O:2][CH3:1]. Given the reactants [CH3:1][O:2][C:3]1[CH:9]=[CH:8][C:6]([NH2:7])=[CH:5][C:4]=1[Cl:10].Cl[C:12](OC1C=CC([N+]([O-])=O)=CC=1)=[O:13].C(N(C(C)C)CC)(C)C.[Cl:33][C:34]1[CH:43]=[C:42]2[C:37]([C:38]([N:44]3[CH2:49][CH2:48][NH:47][CH2:46][CH2:45]3)=[CH:39][CH:40]=[N:41]2)=[CH:36][CH:35]=1, predict the reaction product. (2) Given the reactants Br[C:2]1[CH:3]=[C:4]2[C:9](=[CH:10][CH:11]=1)[CH:8]=[N:7][CH:6]=[CH:5]2.[CH2:12]([O:19][C:20](=[O:40])[NH:21][CH:22]([C:25]1([C:32]2[CH:37]=[CH:36][C:35]([O:38][CH3:39])=[CH:34][CH:33]=2)[CH2:30][CH2:29][CH:28]([NH2:31])[CH2:27][CH2:26]1)[CH2:23][CH3:24])[C:13]1[CH:18]=[CH:17][CH:16]=[CH:15][CH:14]=1.C(=O)([O-])[O-].[Cs+].[Cs+].C1(P(C2C=CC=CC=2)C2C=CC3C(=CC=CC=3)C=2C2C3C(=CC=CC=3)C=CC=2P(C2C=CC=CC=2)C2C=CC=CC=2)C=CC=CC=1, predict the reaction product. The product is: [CH2:12]([O:19][C:20](=[O:40])[NH:21][CH:22]([C:25]1([C:32]2[CH:37]=[CH:36][C:35]([O:38][CH3:39])=[CH:34][CH:33]=2)[CH2:26][CH2:27][CH:28]([NH:31][C:2]2[CH:3]=[C:4]3[C:9](=[CH:10][CH:11]=2)[CH:8]=[N:7][CH:6]=[CH:5]3)[CH2:29][CH2:30]1)[CH2:23][CH3:24])[C:13]1[CH:18]=[CH:17][CH:16]=[CH:15][CH:14]=1. (3) Given the reactants [CH2:1]([O:3][C:4](=[O:28])[CH2:5][S:6][C:7]1[N:19]([C:20]2[CH:25]=[CH:24][CH:23]=[C:22]([F:26])[CH:21]=2)[C:18](=[O:27])[C:17]2[C:16]3[CH2:15][CH2:14][NH:13][CH2:12][C:11]=3[S:10][C:9]=2[N:8]=1)[CH3:2].[CH:29](=O)[CH2:30][CH3:31].CC(O)=O.[OH-].[Na+], predict the reaction product. The product is: [CH2:1]([O:3][C:4](=[O:28])[CH2:5][S:6][C:7]1[N:19]([C:20]2[CH:25]=[CH:24][CH:23]=[C:22]([F:26])[CH:21]=2)[C:18](=[O:27])[C:17]2[C:16]3[CH2:15][CH2:14][N:13]([CH2:29][CH2:30][CH3:31])[CH2:12][C:11]=3[S:10][C:9]=2[N:8]=1)[CH3:2]. (4) Given the reactants [CH2:1]([N:5]1[C:13]2[C:12](=[O:14])[N:11]([CH3:15])[C:10](=[O:16])[N:9]([CH3:17])[C:8]=2[N:7]=[C:6]1Cl)[C:2]#[C:3][CH3:4].[C:19]([O:23][C:24]([N:26]1[CH2:31][CH2:30][NH:29][CH2:28][CH2:27]1)=[O:25])([CH3:22])([CH3:21])[CH3:20], predict the reaction product. The product is: [C:19]([O:23][C:24]([N:26]1[CH2:31][CH2:30][N:29]([C:6]2[N:5]([CH2:1][C:2]#[C:3][CH3:4])[C:13]3[C:12](=[O:14])[N:11]([CH3:15])[C:10](=[O:16])[N:9]([CH3:17])[C:8]=3[N:7]=2)[CH2:28][CH2:27]1)=[O:25])([CH3:22])([CH3:20])[CH3:21]. (5) The product is: [CH2:16]([NH:19][C:20]1[C:21]2[CH:31]=[CH:30][CH:29]=[CH:28][C:22]=2[S:23][C:24]=1[C:25]([N:4]1[CH2:5][C:6]2[CH:11]=[CH:10][C:9]([C:12]([O:14][CH3:15])=[O:13])=[CH:8][C:7]=2[O:1][CH2:2][CH2:3]1)=[O:26])[CH2:17][CH3:18]. Given the reactants [O:1]1[C:7]2[CH:8]=[C:9]([C:12]([O:14][CH3:15])=[O:13])[CH:10]=[CH:11][C:6]=2[CH2:5][NH:4][CH2:3][CH2:2]1.[CH2:16]([NH:19][C:20]1[C:21]2[CH:31]=[CH:30][CH:29]=[CH:28][C:22]=2[S:23][C:24]=1[C:25]([O-])=[O:26])[CH2:17][CH3:18].[Li+].CN(C(ON1N=NC2C=CC=NC1=2)=[N+](C)C)C.F[P-](F)(F)(F)(F)F.CCN(C(C)C)C(C)C, predict the reaction product.